Dataset: Reaction yield outcomes from USPTO patents with 853,638 reactions. Task: Predict the reaction yield, written as a fraction of the theoretical maximum amount of product (1.0 means a 100% yield; for example, 0.34 means a 34% yield). (1) The reactants are C[O:2][C:3]([CH:5]1[CH2:10][N:9]([C:11]([O:13][C:14]([CH3:17])([CH3:16])[CH3:15])=[O:12])[C:8]2[CH:18]=[C:19]([Cl:30])[C:20]([NH:22][C:23]([O:25][C:26]([CH3:29])([CH3:28])[CH3:27])=[O:24])=[CH:21][C:7]=2[O:6]1)=[O:4].[Li+].[OH-]. The catalyst is C1COCC1.O. The product is [C:14]([O:13][C:11]([N:9]1[C:8]2[CH:18]=[C:19]([Cl:30])[C:20]([NH:22][C:23]([O:25][C:26]([CH3:28])([CH3:27])[CH3:29])=[O:24])=[CH:21][C:7]=2[O:6][CH:5]([C:3]([OH:4])=[O:2])[CH2:10]1)=[O:12])([CH3:15])([CH3:16])[CH3:17]. The yield is 0.971. (2) The reactants are [Mg+2].[I-].[I-].[Cl:4][CH2:5][CH2:6][CH2:7][N:8]1[C:16]2[C:11](=[CH:12][CH:13]=[CH:14][C:15]=2[CH2:17][CH3:18])[CH:10]=[CH:9]1.[Cl:19][C:20]1[CH:25]=[CH:24][C:23]([CH2:26][N:27]=[C:28]=[O:29])=[CH:22][C:21]=1[Cl:30]. The catalyst is ClCCCl. The product is [Cl:4][CH2:5][CH2:6][CH2:7][N:8]1[C:16]2[C:11](=[CH:12][CH:13]=[CH:14][C:15]=2[CH2:17][CH3:18])[C:10]([C:28]([NH:27][CH2:26][C:23]2[CH:24]=[CH:25][C:20]([Cl:19])=[C:21]([Cl:30])[CH:22]=2)=[O:29])=[CH:9]1. The yield is 0.690. (3) The reactants are [NH:1]1[CH2:6][CH2:5][O:4][CH2:3][CH2:2]1.[Cl:7][C:8]1[CH:13]=[C:12]([N+:14]([O-:16])=[O:15])[CH:11]=[CH:10][C:9]=1F.CCN(CC)CC. The catalyst is CN(C=O)C. The product is [Cl:7][C:8]1[CH:13]=[C:12]([N+:14]([O-:16])=[O:15])[CH:11]=[CH:10][C:9]=1[N:1]1[CH2:6][CH2:5][O:4][CH2:3][CH2:2]1. The yield is 0.630. (4) The reactants are C1(C)C=C(C)C=C(C)C=1Cl.[OH:11][C@H:12]([C:27]1[CH:32]=[CH:31][C:30]([O:33][CH3:34])=[CH:29][CH:28]=1)[C@H:13]([NH:16][C:17](=[O:26])[O:18][CH2:19][C:20]1[CH:25]=[CH:24][CH:23]=[CH:22][CH:21]=1)[CH2:14]O.[NH:35]1[CH2:39][CH2:38][CH2:37][CH2:36]1. The catalyst is N1C=CC=CC=1. The product is [OH:11][C@H:12]([C:27]1[CH:32]=[CH:31][C:30]([O:33][CH3:34])=[CH:29][CH:28]=1)[C@H:13]([NH:16][C:17](=[O:26])[O:18][CH2:19][C:20]1[CH:25]=[CH:24][CH:23]=[CH:22][CH:21]=1)[CH2:14][N:35]1[CH2:39][CH2:38][CH2:37][CH2:36]1. The yield is 0.660. (5) The reactants are [F:1][C:2]1[CH:3]=[C:4](/[CH:22]=[CH:23]/[C:24]([NH:26][O:27]C2CCCCO2)=[O:25])[CH:5]=[N:6][C:7]=1[NH:8][C@@H:9]1[CH2:13][CH2:12][N:11]([CH2:14][C:15]#[C:16][CH2:17][CH2:18][CH2:19][CH2:20][CH3:21])[CH2:10]1.O.[CH3:35][C:36]1[CH:41]=[CH:40][C:39]([S:42]([OH:45])(=[O:44])=[O:43])=[CH:38][CH:37]=1. The catalyst is CO. The product is [CH3:35][C:36]1[CH:37]=[CH:38][C:39]([S:42]([OH:45])(=[O:44])=[O:43])=[CH:40][CH:41]=1.[CH3:35][C:36]1[CH:37]=[CH:38][C:39]([S:42]([OH:45])(=[O:44])=[O:43])=[CH:40][CH:41]=1.[F:1][C:2]1[CH:3]=[C:4](/[CH:22]=[CH:23]/[C:24]([NH:26][OH:27])=[O:25])[CH:5]=[N:6][C:7]=1[NH:8][C@@H:9]1[CH2:13][CH2:12][N:11]([CH2:14][C:15]#[C:16][CH2:17][CH2:18][CH2:19][CH2:20][CH3:21])[CH2:10]1. The yield is 0.730. (6) The reactants are [CH:1]1([O:7][C:8]2[CH:15]=[CH:14][CH:13]=[C:12]([N+:16]([O-])=O)[C:9]=2[C:10]#[N:11])[CH2:6][CH2:5][CH2:4][CH2:3][CH2:2]1.CCOC(C)=O. The catalyst is C1COCC1.CC(O)=O.[Fe]. The product is [NH2:16][C:12]1[CH:13]=[CH:14][CH:15]=[C:8]([O:7][CH:1]2[CH2:2][CH2:3][CH2:4][CH2:5][CH2:6]2)[C:9]=1[C:10]#[N:11]. The yield is 0.940. (7) The reactants are [N:1]1[N:5]2[CH:6]=[CH:7][N:8]=[CH:9][C:4]2=[C:3]([C:10]([NH2:12])=O)[CH:2]=1.C(=O)([O-])O.[Na+].[OH-].[Na+]. The catalyst is P(Cl)(Cl)(Cl)=O. The product is [N:1]1[N:5]2[CH:6]=[CH:7][N:8]=[CH:9][C:4]2=[C:3]([C:10]#[N:12])[CH:2]=1. The yield is 0.520.